From a dataset of Reaction yield outcomes from USPTO patents with 853,638 reactions. Predict the reaction yield, written as a fraction of the theoretical maximum amount of product (1.0 means a 100% yield; for example, 0.34 means a 34% yield). (1) The reactants are [C:1]([C:3]1[CH:12]=[CH:11][C:6]([C:7](OC)=[O:8])=[C:5]([CH3:13])[CH:4]=1)#[N:2].C1COCC1.[Cl-].[Cl-].[Ca+2].[BH4-].[Na+]. The catalyst is O.C(O)C. The product is [OH:8][CH2:7][C:6]1[CH:11]=[CH:12][C:3]([C:1]#[N:2])=[CH:4][C:5]=1[CH3:13]. The yield is 0.620. (2) The reactants are [CH2:1]([N:4]1[C:12]2[C:11](=[O:13])[NH:10][C:9](N)=[N:8][C:7]=2[N:6]=[CH:5]1)[CH:2]=[CH2:3].N([O-])=[O:16].[Na+]. The catalyst is C(O)(=O)C.O. The product is [CH2:1]([N:4]1[C:12]2[C:11](=[O:13])[NH:10][C:9](=[O:16])[NH:8][C:7]=2[N:6]=[CH:5]1)[CH:2]=[CH2:3]. The yield is 0.744. (3) The reactants are [NH2:1][C:2]1[C:3]([F:22])=[CH:4][C:5]([F:21])=[C:6]([C@:8]2([CH3:20])[C:14]([F:16])([F:15])[C:13]([CH3:18])([CH3:17])[O:12][CH2:11][C:10](=[S:19])[NH:9]2)[CH:7]=1.[C:23]([C:25]1[CH:26]=[CH:27][C:28]([C:31](O)=[O:32])=[N:29][CH:30]=1)#[N:24]. No catalyst specified. The product is [C:23]([C:25]1[CH:26]=[CH:27][C:28]([C:31]([NH:1][C:2]2[CH:7]=[C:6]([C@:8]3([CH3:20])[C:14]([F:15])([F:16])[C:13]([CH3:17])([CH3:18])[O:12][CH2:11][C:10](=[S:19])[NH:9]3)[C:5]([F:21])=[CH:4][C:3]=2[F:22])=[O:32])=[N:29][CH:30]=1)#[N:24]. The yield is 0.820. (4) The reactants are [NH:1]1[C:5]2=[N:6][CH:7]=[C:8]([NH2:10])[CH:9]=[C:4]2[CH:3]=[CH:2]1.N1C=CC=CC=1.Cl[C:18]([O:20][C:21]1[CH:26]=[CH:25][CH:24]=[CH:23][CH:22]=1)=[O:19]. The catalyst is C1COCC1.CC#N. The product is [NH:1]1[C:5]2=[N:6][CH:7]=[C:8]([NH:10][C:18](=[O:19])[O:20][C:21]3[CH:26]=[CH:25][CH:24]=[CH:23][CH:22]=3)[CH:9]=[C:4]2[CH:3]=[CH:2]1. The yield is 0.230. (5) The catalyst is Cl.CO. The yield is 0.800. The product is [Cl:1][C:2]1[C:3]([O:19][C@H:20]2[CH2:25][CH2:24][CH2:23][CH2:22][C@@H:21]2[C:26]2[NH:30][N:29]=[CH:28][CH:27]=2)=[CH:4][C:5]([F:18])=[C:6]([S:8]([NH:11][C:12]2[CH:17]=[CH:16][N:15]=[CH:14][N:13]=2)(=[O:10])=[O:9])[CH:7]=1. The reactants are [Cl:1][C:2]1[C:3]([O:19][C@H:20]2[CH2:25][CH2:24][CH2:23][CH2:22][C@@H:21]2[C:26]2[N:30](COCCOC)[N:29]=[CH:28][CH:27]=2)=[CH:4][C:5]([F:18])=[C:6]([S:8]([NH:11][C:12]2[CH:17]=[CH:16][N:15]=[CH:14][N:13]=2)(=[O:10])=[O:9])[CH:7]=1. (6) The reactants are [CH2:1]([NH:8][C:9]1[N:14]2[N:15]=[CH:16][C:17]([C:18](O)=[O:19])=[C:13]2[N:12]=[CH:11][C:10]=1[C:21]([N:23]1[CH2:28][CH2:27][CH:26]([C:29]2[CH:34]=[CH:33][C:32]([CH3:35])=[CH:31][CH:30]=2)[CH2:25][CH2:24]1)=[O:22])[C:2]1[CH:7]=[CH:6][CH:5]=[CH:4][CH:3]=1.[CH3:36][S:37]([NH2:40])(=[O:39])=[O:38]. No catalyst specified. The product is [CH2:1]([NH:8][C:9]1[N:14]2[N:15]=[CH:16][C:17]([C:18]([NH:40][S:37]([CH3:36])(=[O:39])=[O:38])=[O:19])=[C:13]2[N:12]=[CH:11][C:10]=1[C:21]([N:23]1[CH2:28][CH2:27][CH:26]([C:29]2[CH:34]=[CH:33][C:32]([CH3:35])=[CH:31][CH:30]=2)[CH2:25][CH2:24]1)=[O:22])[C:2]1[CH:3]=[CH:4][CH:5]=[CH:6][CH:7]=1. The yield is 0.280. (7) The reactants are C[O:2][C:3](=[O:15])[C@@H:4]([OH:14])[CH2:5][S:6][CH2:7][C:8]1[CH:13]=[CH:12][CH:11]=[CH:10][CH:9]=1.[OH-].[Li+]. No catalyst specified. The yield is 0.460. The product is [CH2:7]([S:6][CH2:5][C@H:4]([OH:14])[C:3]([OH:15])=[O:2])[C:8]1[CH:13]=[CH:12][CH:11]=[CH:10][CH:9]=1.